Dataset: Full USPTO retrosynthesis dataset with 1.9M reactions from patents (1976-2016). Task: Predict the reactants needed to synthesize the given product. (1) Given the product [CH2:19]([O:18][C:16]([CH:14]1[CH2:13][NH:12][CH2:15]1)=[O:17])[CH3:20], predict the reactants needed to synthesize it. The reactants are: S(Cl)(Cl)=O.C(OC([N:12]1[CH2:15][CH:14]([C:16]([OH:18])=[O:17])[CH2:13]1)=O)(C)(C)C.[CH3:19][CH2:20]O. (2) Given the product [CH3:2][N:3]([CH3:10])[CH2:4]/[CH:5]=[CH:6]/[C:7]([NH:17][C:18]1[CH:19]=[C:20]2[C:25](=[CH:26][C:27]=1[O:28][C@H:29]1[CH2:33][CH2:32][O:31][CH2:30]1)[N:24]=[CH:23][NH:22][C:21]2=[O:34])=[O:8], predict the reactants needed to synthesize it. The reactants are: Cl.[CH3:2][N:3]([CH3:10])[CH2:4]/[CH:5]=[CH:6]/[C:7](O)=[O:8].C(Cl)(=O)C(Cl)=O.[NH2:17][C:18]1[CH:19]=[C:20]2[C:25](=[CH:26][C:27]=1[O:28][C@H:29]1[CH2:33][CH2:32][O:31][CH2:30]1)[N:24]=[CH:23][NH:22][C:21]2=[O:34].C(N(C(C)C)CC)(C)C. (3) Given the product [F:14][C:9]1[CH:10]=[CH:11][CH:12]=[CH:13][C:8]=1[C:6]1[CH:7]=[C:2]([O:19][CH2:15][C:16]#[C:17][CH3:18])[N:3]=[CH:4][N:5]=1, predict the reactants needed to synthesize it. The reactants are: Cl[C:2]1[CH:7]=[C:6]([C:8]2[CH:13]=[CH:12][CH:11]=[CH:10][C:9]=2[F:14])[N:5]=[CH:4][N:3]=1.[CH2:15]([OH:19])[C:16]#[C:17][CH3:18].[H-].[Na+].O.